From a dataset of Reaction yield outcomes from USPTO patents with 853,638 reactions. Predict the reaction yield, written as a fraction of the theoretical maximum amount of product (1.0 means a 100% yield; for example, 0.34 means a 34% yield). (1) The reactants are [Br:1][C:2]1[CH:3]=[C:4]([CH2:8][CH2:9][CH2:10][NH2:11])[CH:5]=[CH:6][CH:7]=1.C[O:13][C:14](=O)[C:15]1[CH:20]=[CH:19][CH:18]=[CH:17][C:16]=1[CH2:21]Br.C([O-])([O-])=O.[K+].[K+].C(OCC)(=O)C. The catalyst is C1(C)C=CC=CC=1. The product is [Br:1][C:2]1[CH:3]=[C:4]([CH2:8][CH2:9][CH2:10][N:11]2[CH2:21][C:16]3[C:15](=[CH:20][CH:19]=[CH:18][CH:17]=3)[C:14]2=[O:13])[CH:5]=[CH:6][CH:7]=1. The yield is 0.730. (2) The reactants are C([O:4][C:5]1[CH:6]=[C:7]([CH:21]=[C:22]([O:24]C(=O)C)[CH:23]=1)[C:8]([NH:10][C:11]1[N:16]=[CH:15][C:14]([C:17]([O:19][CH3:20])=[O:18])=[CH:13][CH:12]=1)=[O:9])(=O)C.C[O-].[Na+].Cl.C(=O)(O)[O-].[Na+]. The catalyst is C1COCC1. The product is [OH:4][C:5]1[CH:6]=[C:7]([CH:21]=[C:22]([OH:24])[CH:23]=1)[C:8]([NH:10][C:11]1[N:16]=[CH:15][C:14]([C:17]([O:19][CH3:20])=[O:18])=[CH:13][CH:12]=1)=[O:9]. The yield is 0.770. (3) The reactants are Cl[C:2]1[N:7]=[C:6]([NH:8][CH:9]2[CH2:12][CH2:11][CH2:10]2)[C:5]([N+:13]([O-:15])=[O:14])=[CH:4][CH:3]=1.[CH3:16][Si:17]([C:20]#[CH:21])([CH3:19])[CH3:18].C(N(CC)CC)C. The catalyst is C1(C)C=CC=CC=1.CCOC(C)=O.Cl[Pd](Cl)([P](C1C=CC=CC=1)(C1C=CC=CC=1)C1C=CC=CC=1)[P](C1C=CC=CC=1)(C1C=CC=CC=1)C1C=CC=CC=1.[Cu]I. The product is [CH:9]1([NH:8][C:6]2[C:5]([N+:13]([O-:15])=[O:14])=[CH:4][CH:3]=[C:2]([C:21]#[C:20][Si:17]([CH3:19])([CH3:18])[CH3:16])[N:7]=2)[CH2:12][CH2:11][CH2:10]1. The yield is 0.900.